Dataset: Catalyst prediction with 721,799 reactions and 888 catalyst types from USPTO. Task: Predict which catalyst facilitates the given reaction. (1) Reactant: [F:1][C:2]1[CH:10]=[C:9]2[C:5]([C:6]([C:12]3[N:17]=[C:16]4[C:18]([C:21](O)=[O:22])=[CH:19][NH:20][C:15]4=[N:14][CH:13]=3)=[N:7][N:8]2[CH3:11])=[CH:4][CH:3]=1.[CH3:24][C:25]([CH3:44])([Si:27]([CH3:43])([CH3:42])[O:28][CH2:29][C:30]([CH3:41])([NH2:40])[CH2:31][O:32][Si:33]([CH3:39])([CH3:38])[C:34]([CH3:37])([CH3:36])[CH3:35])[CH3:26].CN(C(ON1N=NC2C=CC=NC1=2)=[N+](C)C)C.F[P-](F)(F)(F)(F)F.CCN(C(C)C)C(C)C. Product: [F:1][C:2]1[CH:10]=[C:9]2[C:5]([C:6]([C:12]3[N:17]=[C:16]4[C:18]([C:21]([NH:40][C:30]([CH3:41])([CH2:29][O:28][Si:27]([CH3:43])([CH3:42])[C:25]([CH3:44])([CH3:26])[CH3:24])[CH2:31][O:32][Si:33]([CH3:38])([CH3:39])[C:34]([CH3:37])([CH3:36])[CH3:35])=[O:22])=[CH:19][NH:20][C:15]4=[N:14][CH:13]=3)=[N:7][N:8]2[CH3:11])=[CH:4][CH:3]=1. The catalyst class is: 18. (2) Reactant: [F:1][C:2]1[CH:8]=[C:7]([F:9])[CH:6]=[CH:5][C:3]=1[NH2:4].[F:10][C:11]1[C:12]([F:24])=[C:13]([F:23])[C:14]([F:22])=[C:15]2[C:20](=O)[O:19][C:17](=[O:18])[C:16]=12. Product: [F:1][C:2]1[CH:8]=[C:7]([F:9])[CH:6]=[CH:5][C:3]=1[N:4]1[C:17](=[O:18])[C:16]2[C:15](=[C:14]([F:22])[C:13]([F:23])=[C:12]([F:24])[C:11]=2[F:10])[C:20]1=[O:19]. The catalyst class is: 15.